From a dataset of NCI-60 drug combinations with 297,098 pairs across 59 cell lines. Regression. Given two drug SMILES strings and cell line genomic features, predict the synergy score measuring deviation from expected non-interaction effect. (1) Drug 1: C1=C(C(=O)NC(=O)N1)N(CCCl)CCCl. Drug 2: CCC1=C2CN3C(=CC4=C(C3=O)COC(=O)C4(CC)O)C2=NC5=C1C=C(C=C5)O. Cell line: SK-OV-3. Synergy scores: CSS=24.3, Synergy_ZIP=-6.37, Synergy_Bliss=-3.67, Synergy_Loewe=-18.2, Synergy_HSA=-1.99. (2) Drug 1: CC12CCC3C(C1CCC2=O)CC(=C)C4=CC(=O)C=CC34C. Drug 2: B(C(CC(C)C)NC(=O)C(CC1=CC=CC=C1)NC(=O)C2=NC=CN=C2)(O)O. Cell line: OVCAR-8. Synergy scores: CSS=54.5, Synergy_ZIP=-0.0640, Synergy_Bliss=1.47, Synergy_Loewe=2.60, Synergy_HSA=1.72.